Dataset: Reaction yield outcomes from USPTO patents with 853,638 reactions. Task: Predict the reaction yield, written as a fraction of the theoretical maximum amount of product (1.0 means a 100% yield; for example, 0.34 means a 34% yield). (1) The yield is 0.470. The product is [CH:22]1[C:30]2[C:29]3[CH:31]=[CH:32][CH:33]=[CH:34][C:28]=3[S:27][C:26]=2[C:25]([C:2]2[CH:3]=[CH:4][C:5]3[N:6]([C:16]4[CH:21]=[CH:20][CH:19]=[CH:18][CH:17]=4)[C:7]4[C:12]([C:13]=3[CH:14]=2)=[CH:11][C:10]([C:42]2[C:43]3[S:27][C:26]5[CH:25]=[CH:24][CH:23]=[CH:22][C:44]=5[C:38]=3[CH:39]=[CH:40][CH:41]=2)=[CH:9][CH:8]=4)=[CH:24][CH:23]=1. The catalyst is C([O-])(=O)C.[Pd+2].C([O-])(=O)C.C1(C)C=CC=CC=1P(C1C=CC=CC=1C)C1C=CC=CC=1C.C(O)C. The reactants are Br[C:2]1[CH:3]=[CH:4][C:5]2[N:6]([C:16]3[CH:21]=[CH:20][CH:19]=[CH:18][CH:17]=3)[C:7]3[C:12]([C:13]=2[CH:14]=1)=[CH:11][C:10](Br)=[CH:9][CH:8]=3.[CH:22]1[C:30]2[C:29]3[CH:31]=[CH:32][CH:33]=[CH:34][C:28]=3[S:27][C:26]=2[C:25](B(O)O)=[CH:24][CH:23]=1.[C:38]1([CH3:44])[CH:43]=[CH:42][CH:41]=[CH:40][CH:39]=1.C(=O)([O-])[O-].[K+].[K+]. (2) The reactants are Br[C:2]1[C:3]2[N:4]([CH:8]=[C:9]([C:11]3[CH:16]=[CH:15][C:14]([CH2:17][C@H:18]([NH:22][C:23](=[O:36])[C:24]4[CH:29]=[CH:28][C:27]([O:30][CH:31]([CH3:33])[CH3:32])=[C:26]([C:34]#[N:35])[CH:25]=4)[CH2:19][CH2:20][OH:21])=[CH:13][CH:12]=3)[N:10]=2)[CH:5]=[CH:6][CH:7]=1.[CH3:37][C:38]1[C:42](B(O)O)=[C:41]([CH3:46])[O:40][N:39]=1.C([O-])([O-])=O.[K+].[K+]. The catalyst is CN(C=O)C. The product is [C:34]([C:26]1[CH:25]=[C:24]([CH:29]=[CH:28][C:27]=1[O:30][CH:31]([CH3:32])[CH3:33])[C:23]([NH:22][C@@H:18]([CH2:17][C:14]1[CH:15]=[CH:16][C:11]([C:9]2[N:10]=[C:3]3[C:2]([C:42]4[C:38]([CH3:37])=[N:39][O:40][C:41]=4[CH3:46])=[CH:7][CH:6]=[CH:5][N:4]3[CH:8]=2)=[CH:12][CH:13]=1)[CH2:19][CH2:20][OH:21])=[O:36])#[N:35]. The yield is 0.220. (3) The reactants are [C:1]1([C:7]2[C:8]([CH:27]=O)=[CH:9][N:10]([S:18]([C:21]3[CH:26]=[CH:25][CH:24]=[CH:23][CH:22]=3)(=[O:20])=[O:19])[C:11]=2[C:12]2[CH:17]=[CH:16][CH:15]=[CH:14][CH:13]=2)[CH:6]=[CH:5][CH:4]=[CH:3][CH:2]=1.CO.[CH3:31][NH2:32].[BH4-].[Na+]. The catalyst is CO.O1CCCC1. The product is [C:1]1([C:7]2[C:8]([CH2:27][NH:32][CH3:31])=[CH:9][N:10]([S:18]([C:21]3[CH:26]=[CH:25][CH:24]=[CH:23][CH:22]=3)(=[O:20])=[O:19])[C:11]=2[C:12]2[CH:17]=[CH:16][CH:15]=[CH:14][CH:13]=2)[CH:6]=[CH:5][CH:4]=[CH:3][CH:2]=1. The yield is 0.870.